Predict which catalyst facilitates the given reaction. From a dataset of Catalyst prediction with 721,799 reactions and 888 catalyst types from USPTO. (1) Reactant: [H-].[Na+].[F:3][C:4]([F:18])([F:17])[C:5]1[CH:10]=[CH:9][N:8]=[C:7]([C:11]2[NH:12][O:13][C:14](=[O:16])[N:15]=2)[CH:6]=1.[C:19]([O:25][CH2:26]Cl)(=[O:24])[C:20]([CH3:23])([CH3:22])[CH3:21].[Cl-].[NH4+]. Product: [CH3:21][C:20]([CH3:23])([CH3:22])[C:19](=[O:24])[O:25][CH2:26][N:15]1[C:14](=[O:16])[O:13][N:12]=[C:11]1[C:7]1[CH:6]=[C:5]([C:4]([F:3])([F:17])[F:18])[CH:10]=[CH:9][N:8]=1. The catalyst class is: 9. (2) Reactant: [C:1](Cl)(=[O:5])[O:2][CH2:3][CH3:4].[Br-:7].[NH2:8][C:9]1[CH:14]=[CH:13][C:12]([C:15](=[O:42])[CH2:16][N+:17]23[CH2:24][CH2:23][CH:20]([CH2:21][CH2:22]2)[C@@H:19]([O:25][C:26](=[O:41])[C@@H:27]([C:35]2[CH:40]=[CH:39][CH:38]=[CH:37][CH:36]=2)[NH:28][C:29]2[CH:34]=[CH:33][CH:32]=[CH:31][CH:30]=2)[CH2:18]3)=[CH:11][CH:10]=1. Product: [Br-:7].[CH2:3]([O:2][C:1]([NH:8][C:9]1[CH:14]=[CH:13][C:12]([C:15](=[O:42])[CH2:16][N+:17]23[CH2:22][CH2:21][CH:20]([CH2:23][CH2:24]2)[C@@H:19]([O:25][C:26](=[O:41])[C@@H:27]([C:35]2[CH:36]=[CH:37][CH:38]=[CH:39][CH:40]=2)[NH:28][C:29]2[CH:30]=[CH:31][CH:32]=[CH:33][CH:34]=2)[CH2:18]3)=[CH:11][CH:10]=1)=[O:5])[CH3:4]. The catalyst class is: 2. (3) Reactant: [NH:1]1[C:9]2[C:4](=[CH:5][C:6]([NH:10][C:11]3[C:12]4[N:19]=[C:18]([CH2:20][CH2:21][CH2:22][C:23]([OH:25])=O)[S:17][C:13]=4[N:14]=[CH:15][N:16]=3)=[CH:7][CH:8]=2)[CH:3]=[N:2]1.[CH3:26][C:27]1([OH:31])[CH2:30][NH:29][CH2:28]1.C(P1(=O)OP(=O)(CCC)OP(=O)(CCC)O1)CC.C(N(C(C)C)C(C)C)C.[OH-].[Na+]. Product: [OH:31][C:27]1([CH3:26])[CH2:30][N:29]([C:23](=[O:25])[CH2:22][CH2:21][CH2:20][C:18]2[S:17][C:13]3[N:14]=[CH:15][N:16]=[C:11]([NH:10][C:6]4[CH:5]=[C:4]5[C:9](=[CH:8][CH:7]=4)[NH:1][N:2]=[CH:3]5)[C:12]=3[N:19]=2)[CH2:28]1. The catalyst class is: 145. (4) Reactant: [NH:1]1[CH2:6][CH2:5][O:4][CH2:3][CH2:2]1.[CH3:7][S+:8]([O-:16])[CH2:9][CH2:10][CH2:11][CH2:12][N:13]=[C:14]=[S:15]. Product: [CH3:7][S:8]([CH2:9][CH2:10][CH2:11][CH2:12][NH:13][C:14]([N:1]1[CH2:6][CH2:5][O:4][CH2:3][CH2:2]1)=[S:15])=[O:16]. The catalyst class is: 4. (5) Reactant: [NH:1]1[CH2:5][CH2:4][CH2:3][CH2:2]1.[Cl:6][C:7]1[CH:12]=[CH:11][C:10]([CH:13]([C:30]2[CH:35]=[CH:34][C:33]([Cl:36])=[CH:32][CH:31]=2)[N:14]2[CH2:17][CH:16]([NH:18][S:19]([C:22]3[CH:27]=[C:26](F)[CH:25]=[C:24]([F:29])[CH:23]=3)(=[O:21])=[O:20])[CH2:15]2)=[CH:9][CH:8]=1. Product: [Cl:6][C:7]1[CH:8]=[CH:9][C:10]([CH:13]([C:30]2[CH:31]=[CH:32][C:33]([Cl:36])=[CH:34][CH:35]=2)[N:14]2[CH2:15][CH:16]([NH:18][S:19]([C:22]3[CH:27]=[C:26]([N:1]4[CH2:5][CH2:4][CH2:3][CH2:2]4)[CH:25]=[C:24]([F:29])[CH:23]=3)(=[O:20])=[O:21])[CH2:17]2)=[CH:11][CH:12]=1. The catalyst class is: 633. (6) Reactant: [CH3:1][O:2][C:3](=[O:22])[CH2:4][CH:5]1[C:9]2=[CH:10][C:11]3[C:12]([CH:19]([CH3:21])[CH3:20])=[CH:13][C:14]([O:17]C)=[CH:15][C:16]=3[N:8]2[CH2:7][CH2:6]1.B(Br)(Br)Br. Product: [CH3:1][O:2][C:3](=[O:22])[CH2:4][CH:5]1[C:9]2=[CH:10][C:11]3[C:12]([CH:19]([CH3:20])[CH3:21])=[CH:13][C:14]([OH:17])=[CH:15][C:16]=3[N:8]2[CH2:7][CH2:6]1. The catalyst class is: 2.